From a dataset of Forward reaction prediction with 1.9M reactions from USPTO patents (1976-2016). Predict the product of the given reaction. (1) Given the reactants [OH:1][CH2:2][C:3]([CH2:8][OH:9])([CH2:6][OH:7])[CH2:4][OH:5].O.[OH-].[K+].[C:13](#[N:16])[CH:14]=[CH2:15], predict the reaction product. The product is: [C:13]([CH2:14][CH2:15][O:1][CH2:2][C:3]([CH2:8][O:9][CH2:15][CH2:14][C:13]#[N:16])([CH2:6][O:7][CH2:15][CH2:14][C:13]#[N:16])[CH2:4][O:5][CH2:15][CH2:14][C:13]#[N:16])#[N:16]. (2) Given the reactants [OH:1][C@@H:2]1[CH2:6][CH2:5][N:4]([C:7]([C:9]2[CH:10]=[C:11]([C:22]([O:24]CC)=[O:23])[CH:12]=[C:13]([C:15]3[CH:20]=[CH:19][C:18]([CH3:21])=[CH:17][CH:16]=3)[CH:14]=2)=[O:8])[CH2:3]1.[OH-].[Li+].CO, predict the reaction product. The product is: [OH:1][C@@H:2]1[CH2:6][CH2:5][N:4]([C:7]([C:9]2[CH:10]=[C:11]([C:22]([OH:24])=[O:23])[CH:12]=[C:13]([C:15]3[CH:20]=[CH:19][C:18]([CH3:21])=[CH:17][CH:16]=3)[CH:14]=2)=[O:8])[CH2:3]1. (3) Given the reactants [O:1]=[C:2]1[NH:7][C:6]2[CH:8]=[C:9](/[C:12](=[CH:15]\[C:16]3[CH:21]=[CH:20][CH:19]=[CH:18][CH:17]=3)/[CH:13]=O)[CH:10]=[CH:11][C:5]=2[O:4][CH2:3]1.[CH3:22][NH:23][C:24]([NH2:26])=[S:25].Cl.C([O-])(O)=O.[Na+], predict the reaction product. The product is: [CH3:22][NH:23][C:24]1[S:25][CH:15]([C:16]2[CH:21]=[CH:20][CH:19]=[CH:18][CH:17]=2)[C:12]([C:9]2[CH:10]=[CH:11][C:5]3[O:4][CH2:3][C:2](=[O:1])[NH:7][C:6]=3[CH:8]=2)=[CH:13][N:26]=1. (4) Given the reactants C(O[CH:5]([C:28]1[N:41]=[C:31]2[N:32]=[C:33]([CH3:40])[C:34]3[CH2:35][CH2:36][CH2:37][CH2:38][C:39]=3[N:30]2[N:29]=1)[C:6]1(Br)[C:12](=[O:13])[N:11]2[C@@H:7]1[S:8][CH:9]=[C:10]2[C:14]([O:16]CC1C=CC([N+]([O-])=O)=CC=1)=[O:15])(=O)C.C(#N)C, predict the reaction product. The product is: [CH3:40][C:33]1[C:34]2[CH2:35][CH2:36][CH2:37][CH2:38][C:39]=2[N:30]2[N:29]=[C:28](/[CH:5]=[C:6]3\[C@@H:7]4[N:11]([C:12]\3=[O:13])[C:10]([C:14]([OH:16])=[O:15])=[CH:9][S:8]4)[N:41]=[C:31]2[N:32]=1.